From a dataset of NCI-60 drug combinations with 297,098 pairs across 59 cell lines. Regression. Given two drug SMILES strings and cell line genomic features, predict the synergy score measuring deviation from expected non-interaction effect. Drug 1: CC12CCC3C(C1CCC2=O)CC(=C)C4=CC(=O)C=CC34C. Drug 2: C1C(C(OC1N2C=NC3=C(N=C(N=C32)Cl)N)CO)O. Cell line: K-562. Synergy scores: CSS=42.6, Synergy_ZIP=2.88, Synergy_Bliss=2.90, Synergy_Loewe=-1.25, Synergy_HSA=2.01.